From a dataset of Reaction yield outcomes from USPTO patents with 853,638 reactions. Predict the reaction yield, written as a fraction of the theoretical maximum amount of product (1.0 means a 100% yield; for example, 0.34 means a 34% yield). (1) The reactants are [C:1](Cl)(Cl)=[S:2].[NH2:5][C:6]1[C:15]2[C:10](=[CH:11][CH:12]=[CH:13][CH:14]=2)[C:9]([CH:16]2[CH2:18][CH2:17]2)=[CH:8][CH:7]=1.C(N(C(C)C)CC)(C)C.Cl. The catalyst is ClCCl. The product is [CH:16]1([C:9]2[C:10]3[C:15](=[CH:14][CH:13]=[CH:12][CH:11]=3)[C:6]([N:5]=[C:1]=[S:2])=[CH:7][CH:8]=2)[CH2:18][CH2:17]1. The yield is 0.860. (2) The reactants are [Cl:1][C:2]1[CH:7]=[C:6]([F:8])[CH:5]=[CH:4][C:3]=1[SH:9].F[C:11]1[CH:16]=[CH:15][CH:14]=[CH:13][C:12]=1[N+:17]([O-:19])=[O:18].[Cl:20][C:21]1[CH:26]=[C:25]([F:27])[CH:24]=[CH:23][C:22]=1[S:28][C:29]1[CH:35]=[CH:34][CH:33]=[CH:32][C:30]=1[NH2:31].[NH2:36][C:37]1SC=[CH:40][N:41]=1. No catalyst specified. The product is [Cl:1][C:2]1[CH:7]=[C:6]([F:8])[CH:5]=[CH:4][C:3]=1[S:9][C:11]1[CH:16]=[CH:15][CH:14]=[CH:13][C:12]=1[N+:17]([O-:19])=[O:18].[Cl:20][C:21]1[CH:26]=[C:25]([F:27])[CH:24]=[CH:23][C:22]=1[S:28][C:29]1[CH:35]=[CH:34][CH:33]=[CH:32][C:30]=1[NH:31][C:40]([NH:41][C:37]1[S:9][CH:3]=[CH:2][N:36]=1)=[O:18]. The yield is 0.800. (3) The reactants are [S:1](Cl)([C:4]1[C:16]2[CH:15]=[CH:14][CH:13]=[C:9]([N:10]([CH3:12])[CH3:11])[C:8]=2[CH:7]=[CH:6][CH:5]=1)(=[O:3])=[O:2].[CH3:18][O:19][CH:20]([O:23][CH3:24])[CH2:21][NH2:22].CCN(CC)CC. The catalyst is C(Cl)Cl. The product is [CH3:18][O:19][CH:20]([O:23][CH3:24])[CH2:21][NH:22][S:1]([C:4]1[C:16]2[C:8](=[C:9]([N:10]([CH3:12])[CH3:11])[CH:13]=[CH:14][CH:15]=2)[CH:7]=[CH:6][CH:5]=1)(=[O:3])=[O:2]. The yield is 0.940. (4) The reactants are [Br:1][C:2]1[CH:3]=[CH:4][C:5]([F:18])=[C:6]([C@@:8]([NH2:17])([CH2:11][CH:12](OC)OC)[CH2:9][F:10])[CH:7]=1.C([N:27]=[C:28]=[S:29])(=O)C1C=CC=CC=1.OS(C(F)(F)F)(=O)=O.[OH-].[Na+]. The yield is 0.780. The product is [Br:1][C:2]1[CH:3]=[CH:4][C:5]([F:18])=[C:6]([C@:8]2([CH2:9][F:10])[CH:11]=[CH:12][S:29][C:28]([NH2:27])=[N:17]2)[CH:7]=1. The catalyst is C(Cl)Cl.